Dataset: Drug-target binding data from BindingDB using IC50 measurements. Task: Regression. Given a target protein amino acid sequence and a drug SMILES string, predict the binding affinity score between them. We predict pIC50 (pIC50 = -log10(IC50 in M); higher means more potent). Dataset: bindingdb_ic50. The drug is Cc1cnccc1-c1nc(C)c2c(C)nc3ccc(OC(F)(F)F)cc3n12. The target protein (O60658) has sequence MGCAPSIHISERLVAEDAPSPAAPPLSSGGPRLPQGQKTAALPRTRGAGLLESELRDGSGKKVAVADVQFGPMRFHQDQLQVLLVFTKEDNQCNGFCRACEKAGFKCTVTKEAQAVLACFLDKHHDIIIIDHRNPRQLDAEALCRSIRSSKLSENTVIVGVVRRVDREELSVMPFISAGFTRRYVENPNIMACYNELLQLEFGEVRSQLKLRACNSVFTALENSEDAIEITSEDRFIQYANPAFETTMGYQSGELIGKELGEVPINEKKADLLDTINSCIRIGKEWQGIYYAKKKNGDNIQQNVKIIPVIGQGGKIRHYVSIIRVCNGNNKAEKISECVQSDTHTDNQTGKHKDRRKGSLDVKAVASRATEVSSQRRHSSMARIHSMTIEAPITKVINIINAAQESSPMPVTEALDRVLEILRTTELYSPQFGAKDDDPHANDLVGGLMSDGLRRLSGNEYVLSTKNTQMVSSNIITPISLDDVPPRIARAMENEEYWDF.... The pIC50 is 5.0.